Task: Predict the reactants needed to synthesize the given product.. Dataset: Full USPTO retrosynthesis dataset with 1.9M reactions from patents (1976-2016) (1) The reactants are: [Br:1][C:2]1[C:3]([N:10]([CH:22]2[CH2:27][CH2:26][N:25]([C:28]([O:30]CC3C=CC=CC=3)=O)[CH2:24][CH2:23]2)[NH:11][C:12]([C:14]2[CH:19]=[CH:18][C:17]([CH2:20][Br:21])=[CH:16][CH:15]=2)=[O:13])=[N:4][C:5]([C:8]#[N:9])=[N:6][CH:7]=1.[C:38](N1CCC(N(C2C(Br)=CN=C(C#N)N=2)N)CC1)(=O)C. Given the product [C:28]([N:25]1[CH2:26][CH2:27][CH:22]([N:10]([C:3]2[C:2]([Br:1])=[CH:7][N:6]=[C:5]([C:8]#[N:9])[N:4]=2)[NH:11][C:12](=[O:13])[C:14]2[CH:15]=[CH:16][C:17]([CH2:20][Br:21])=[CH:18][CH:19]=2)[CH2:23][CH2:24]1)(=[O:30])[CH3:38], predict the reactants needed to synthesize it. (2) Given the product [C:1]([NH:24][CH2:23][CH2:21][OH:22])(=[O:20])[CH2:2][CH2:3][CH2:4][CH2:5][CH2:6][CH2:7][CH2:8]/[CH:9]=[CH:10]\[CH2:11][CH2:12][CH2:13][CH2:14][CH2:15][CH2:16][CH2:17][CH3:18], predict the reactants needed to synthesize it. The reactants are: [C:1]([OH:20])(=O)[CH2:2][CH2:3][CH2:4][CH2:5][CH2:6][CH2:7][CH2:8]/[CH:9]=[CH:10]\[CH2:11][CH2:12][CH2:13][CH2:14][CH2:15][CH2:16][CH2:17][CH3:18].[CH2:21]([CH2:23][NH2:24])[OH:22].O. (3) Given the product [Br:1][C:2]1[CH:3]=[C:4]2[C:9](=[CH:10][CH:11]=1)[C:8](=[O:12])[NH:7][C:6](=[O:13])/[C:5]/2=[CH:14]\[NH:31][C:28]1[CH:27]=[CH:26][C:25]([N:24]([CH2:23][CH2:22][N:21]([CH2:17][CH2:18][CH2:19][CH3:20])[CH3:33])[CH3:32])=[CH:30][CH:29]=1, predict the reactants needed to synthesize it. The reactants are: [Br:1][C:2]1[CH:3]=[C:4]2[C:9](=[CH:10][CH:11]=1)[C:8](=[O:12])[NH:7][C:6](=[O:13])/[C:5]/2=[CH:14]/OC.[CH2:17]([N:21]([CH3:33])[CH2:22][CH2:23][N:24]([CH3:32])[C:25]1[CH:30]=[CH:29][C:28]([NH2:31])=[CH:27][CH:26]=1)[CH2:18][CH2:19][CH3:20].C(O)(C(F)(F)F)=O.C(N(CC)CC)C. (4) Given the product [C:96]([O:100][C:101](=[O:108])[NH:102][C@@H:103]1[CH2:107][CH2:106][N:105]([C:18]2[N:17]=[C:16]3[C:12]([N:13]=[CH:14][N:15]3[C@@H:21]3[CH2:25][C@H:24]([N:26]4[N:30]=[N:29][C:28]([CH2:31][CH3:32])=[N:27]4)[C@@H:23]([OH:33])[C@H:22]3[OH:34])=[C:11]([NH:10][CH2:9][CH:8]([C:5]3[CH:4]=[CH:3][C:2]([OH:1])=[CH:7][CH:6]=3)[C:35]3[CH:36]=[CH:37][C:38]([OH:41])=[CH:39][CH:40]=3)[N:19]=2)[CH2:104]1)([CH3:99])([CH3:97])[CH3:98], predict the reactants needed to synthesize it. The reactants are: [OH:1][C:2]1[CH:7]=[CH:6][C:5]([CH:8]([C:35]2[CH:40]=[CH:39][C:38]([OH:41])=[CH:37][CH:36]=2)[CH2:9][NH:10][C:11]2[N:19]=[C:18](Cl)[N:17]=[C:16]3[C:12]=2[N:13]=[CH:14][N:15]3[C@@H:21]2[CH2:25][C@H:24]([N:26]3[N:30]=[N:29][C:28]([CH2:31][CH3:32])=[N:27]3)[C@@H:23]([OH:33])[C@H:22]2[OH:34])=[CH:4][CH:3]=1.FC(F)(F)C(O)=O.C1(C(C2C=CC=CC=2)CNC2N=C(NCCN3CCCCC3)N=C3C=2N=CN3[C@@H]2C[C@H](N3C=C(CO)C=N3)[C@@H](O)[C@H]2O)C=CC=CC=1.[C:96]([O:100][C:101](=[O:108])[NH:102][C@@H:103]1[CH2:107][CH2:106][NH:105][CH2:104]1)([CH3:99])([CH3:98])[CH3:97]. (5) Given the product [CH3:21][N:5]1[C:4]2[N:3]=[C:2]([N:29]3[CH2:30][CH2:31][O:32][CH2:33][C@H:28]3[C:22]3[CH:27]=[CH:26][CH:25]=[CH:24][CH:23]=3)[N:10]([CH2:11][C@H:12]3[CH2:17][CH2:16][C@H:15]([CH3:18])[CH2:14][CH2:13]3)[C:9]=2[C:8](=[O:19])[NH:7][C:6]1=[O:20], predict the reactants needed to synthesize it. The reactants are: Br[C:2]1[N:10]([CH2:11][C@H:12]2[CH2:17][CH2:16][C@H:15]([CH3:18])[CH2:14][CH2:13]2)[C:9]2[C:8](=[O:19])[NH:7][C:6](=[O:20])[N:5]([CH3:21])[C:4]=2[N:3]=1.[C:22]1([C@@H:28]2[CH2:33][O:32][CH2:31][CH2:30][NH:29]2)[CH:27]=[CH:26][CH:25]=[CH:24][CH:23]=1.[F-].[K+]. (6) Given the product [C:35]([O:34][C:32]([N:8]([C:6]([O:5][C:1]([CH3:4])([CH3:3])[CH3:2])=[O:7])[C:9]1[C:10]([C:28]([O:30][CH3:31])=[O:29])=[N:11][C:12]([CH:15]2[CH2:20][CH2:19][N:18]([C:21]([O:23][C:24]([CH3:26])([CH3:27])[CH3:25])=[O:22])[CH2:17][CH2:16]2)=[CH:13][N:14]=1)=[O:33])([CH3:36])([CH3:37])[CH3:38], predict the reactants needed to synthesize it. The reactants are: [C:1]([O:5][C:6]([N:8]([C:32]([O:34][C:35]([CH3:38])([CH3:37])[CH3:36])=[O:33])[C:9]1[C:10]([C:28]([O:30][CH3:31])=[O:29])=[N:11][C:12]([C:15]2[CH2:16][CH2:17][N:18]([C:21]([O:23][C:24]([CH3:27])([CH3:26])[CH3:25])=[O:22])[CH2:19][CH:20]=2)=[CH:13][N:14]=1)=[O:7])([CH3:4])([CH3:3])[CH3:2]. (7) Given the product [NH2:14][C:15](/[C:21](=[CH:10]\[CH:9]=[CH:8]\[C:7]1[CH:12]=[CH:13][C:4]([N+:1]([O-:3])=[O:2])=[CH:5][CH:6]=1)/[C:22]#[N:23])=[C:16]([C:19]#[N:20])[C:17]#[N:18], predict the reactants needed to synthesize it. The reactants are: [N+:1]([C:4]1[CH:13]=[CH:12][C:7]([CH:8]=[CH:9][CH:10]=O)=[CH:6][CH:5]=1)([O-:3])=[O:2].[NH2:14][C:15]([CH2:21][C:22]#[N:23])=[C:16]([C:19]#[N:20])[C:17]#[N:18]. (8) Given the product [CH3:20][C:2]([CH3:1])([CH3:21])[C:3]([C:5]1[N:9]([CH2:10][C:11]([N:50]([CH2:51][CH2:52][CH:53]([CH3:55])[CH3:54])[CH2:45][CH2:46][CH:47]([CH3:48])[CH3:49])=[O:13])[C:8]2[CH:14]=[CH:15][C:16]([O:18][CH3:19])=[CH:17][C:7]=2[N:6]=1)=[O:4], predict the reactants needed to synthesize it. The reactants are: [CH3:1][C:2]([CH3:21])([CH3:20])[C:3]([C:5]1[N:9]([CH2:10][C:11]([OH:13])=O)[C:8]2[CH:14]=[CH:15][C:16]([O:18][CH3:19])=[CH:17][C:7]=2[N:6]=1)=[O:4].O.ON1C2C=CC=CC=2N=N1.Cl.CN(C)CCCN=C=NCC.[CH2:45]([NH:50][CH2:51][CH2:52][CH:53]([CH3:55])[CH3:54])[CH2:46][CH:47]([CH3:49])[CH3:48].C(N(C(C)C)CC)(C)C. (9) Given the product [CH2:34]([NH:31][C:32]([N:12]1[CH2:13][CH2:14][CH:15]([C:16]2[CH:21]=[CH:20][CH:19]=[C:18]([Cl:22])[CH:17]=2)[C:10]2([C:5]3[C:6](=[CH:7][C:2]([Cl:1])=[CH:3][CH:4]=3)[NH:8][C:9]2=[O:30])[CH:11]1[C:23]1[CH:28]=[CH:27][CH:26]=[C:25]([F:29])[CH:24]=1)=[O:33])[C:35]1[CH:40]=[CH:39][CH:38]=[CH:37][CH:36]=1, predict the reactants needed to synthesize it. The reactants are: [Cl:1][C:2]1[CH:7]=[C:6]2[NH:8][C:9](=[O:30])[C:10]3([CH:15]([C:16]4[CH:21]=[CH:20][CH:19]=[C:18]([Cl:22])[CH:17]=4)[CH2:14][CH2:13][NH:12][CH:11]3[C:23]3[CH:28]=[CH:27][CH:26]=[C:25]([F:29])[CH:24]=3)[C:5]2=[CH:4][CH:3]=1.[N:31]([CH2:34][C:35]1[CH:40]=[CH:39][CH:38]=[CH:37][CH:36]=1)=[C:32]=[O:33]. (10) Given the product [Cl:1][C:2]1[CH:3]=[C:4]2[C:8](=[CH:9][CH:10]=1)[N:7]([CH3:11])[C:6]([C:12]([NH:38][C@@H:36]([C:31]1[CH:30]=[C:29]([CH:34]=[C:33]([F:35])[CH:32]=1)[O:28][C:25]1[CH:26]=[CH:27][C:22]([CH2:21][CH2:20][C:19]([OH:41])=[O:18])=[C:23]([CH2:39][CH3:40])[CH:24]=1)[CH3:37])=[O:14])=[C:5]2[CH3:15], predict the reactants needed to synthesize it. The reactants are: [Cl:1][C:2]1[CH:3]=[C:4]2[C:8](=[CH:9][CH:10]=1)[N:7]([CH3:11])[C:6]([C:12]([OH:14])=O)=[C:5]2[CH3:15].C([O:18][C:19](=[O:41])[CH2:20][CH2:21][C:22]1[CH:27]=[CH:26][C:25]([O:28][C:29]2[CH:34]=[C:33]([F:35])[CH:32]=[C:31]([C@H:36]([NH2:38])[CH3:37])[CH:30]=2)=[CH:24][C:23]=1[CH2:39][CH3:40])C.